This data is from Forward reaction prediction with 1.9M reactions from USPTO patents (1976-2016). The task is: Predict the product of the given reaction. (1) The product is: [OH:6][C:7]1[CH:15]=[CH:14][CH:13]=[C:12]2[C:8]=1[C:9]([CH:21]=[O:22])=[CH:10][NH:11]2. Given the reactants P(Cl)(Cl)(Cl)=O.[OH:6][C:7]1[CH:15]=[CH:14][CH:13]=[C:12]2[C:8]=1[CH:9]=[CH:10][NH:11]2.[OH-].[Na+].Cl.CN(C)[CH:21]=[O:22], predict the reaction product. (2) Given the reactants [C:1]1([CH2:7][O:8][C:9]2[CH:14]=[CH:13][C:12]([Cl:15])=[CH:11][C:10]=2I)[CH:6]=[CH:5][CH:4]=[CH:3][CH:2]=1.[Br:17][C:18]1[CH:23]=[CH:22][CH:21]=[CH:20][C:19]=1B(O)O.C(=O)([O-])[O-].[K+].[K+], predict the reaction product. The product is: [C:1]1([CH2:7][O:8][C:9]2[C:10]([C:19]3[CH:20]=[CH:21][CH:22]=[CH:23][C:18]=3[Br:17])=[CH:11][C:12]([Cl:15])=[CH:13][CH:14]=2)[CH:6]=[CH:5][CH:4]=[CH:3][CH:2]=1. (3) Given the reactants C(NC(C)C)(C)C.C([Li])CCC.[Br:13][C:14]1[CH:15]=[N:16][CH:17]=[CH:18][CH:19]=1.[C:20](=[O:22])=[O:21], predict the reaction product. The product is: [Br:13][C:14]1[CH:15]=[N:16][CH:17]=[CH:18][C:19]=1[C:20]([OH:22])=[O:21]. (4) Given the reactants C([N:5]1[C@H:9]([CH2:10][F:11])[C@@H:8]([C:12]2[CH:17]=[CH:16][C:15]([S:18]([CH3:21])(=[O:20])=[O:19])=[CH:14][CH:13]=2)[O:7]C1(C)C)(=O)CC.Cl.[OH-].[Na+].C(Cl)Cl, predict the reaction product. The product is: [CH3:21][S:18]([C:15]1[CH:14]=[CH:13][C:12]([C@@H:8]([OH:7])[C@H:9]([NH2:5])[CH2:10][F:11])=[CH:17][CH:16]=1)(=[O:20])=[O:19]. (5) Given the reactants [CH3:1][C@@H:2]1[CH2:6][CH2:5][C@H:4]([CH3:7])[N:3]1[C:8]([C:10]1([NH:15]C(=O)OC(C)(C)C)[CH2:14][CH2:13][CH2:12][CH2:11]1)=[O:9].[ClH:23], predict the reaction product. The product is: [ClH:23].[NH2:15][C:10]1([C:8]([N:3]2[C@@H:4]([CH3:7])[CH2:5][CH2:6][C@H:2]2[CH3:1])=[O:9])[CH2:14][CH2:13][CH2:12][CH2:11]1. (6) Given the reactants [ClH:1].[CH3:2][N:3]([CH3:12])[CH2:4]/[CH:5]=[CH:6]/[C:7]([O:9]CC)=[O:8].Cl.CCO, predict the reaction product. The product is: [ClH:1].[CH3:2][N:3]([CH3:12])[CH2:4]/[CH:5]=[CH:6]/[C:7]([OH:9])=[O:8]. (7) The product is: [F:17][C:18]1[CH:31]=[C:30]([F:32])[CH:29]=[CH:28][C:19]=1[CH2:20][CH2:21][N:22]1[CH2:27][CH2:26][N:25]([C:12]([C:4]2[C:5]3[N:6]([CH:9]=[CH:10][N:11]=3)[CH:7]=[CH:8][C:3]=2[O:2][CH3:1])=[O:14])[CH2:24][CH2:23]1. Given the reactants [CH3:1][O:2][C:3]1[CH:8]=[CH:7][N:6]2[CH:9]=[CH:10][N:11]=[C:5]2[C:4]=1[C:12]([OH:14])=O.Cl.Cl.[F:17][C:18]1[CH:31]=[C:30]([F:32])[CH:29]=[CH:28][C:19]=1[CH2:20][CH2:21][N:22]1[CH2:27][CH2:26][NH:25][CH2:24][CH2:23]1, predict the reaction product. (8) Given the reactants [CH2:1]([N:3]([C:27](=O)[C:28]1[CH:33]=[CH:32][C:31]([OH:34])=[CH:30][CH:29]=1)[C:4]1[CH:9]=[CH:8][CH:7]=[CH:6][C:5]=1[C@@H:10]1[CH2:19][CH2:18][C:17]2[CH:16]=[C:15]([O:20]C(=O)C(C)(C)C)[CH:14]=[CH:13][C:12]=2[CH2:11]1)[CH3:2].Cl[CH2:37][C:38]([N:40]1[CH2:44][CH2:43][CH2:42][CH2:41]1)=O, predict the reaction product. The product is: [CH2:1]([N:3]([CH2:27][C:28]1[CH:33]=[CH:32][C:31]([O:34][CH2:37][CH2:38][N:40]2[CH2:44][CH2:43][CH2:42][CH2:41]2)=[CH:30][CH:29]=1)[C:4]1[CH:9]=[CH:8][CH:7]=[CH:6][C:5]=1[C@@H:10]1[CH2:19][CH2:18][C:17]2[CH:16]=[C:15]([OH:20])[CH:14]=[CH:13][C:12]=2[CH2:11]1)[CH3:2]. (9) Given the reactants [C:1]([CH2:3][C:4]([O:6][CH2:7][CH3:8])=[O:5])#[N:2].Br[CH2:10][CH2:11][CH2:12][CH2:13][CH2:14]Br.C(=O)([O-])[O-].[K+].[K+].O, predict the reaction product. The product is: [C:1]([C:3]1([C:4]([O:6][CH2:7][CH3:8])=[O:5])[CH2:14][CH2:13][CH2:12][CH2:11][CH2:10]1)#[N:2].